This data is from Cav3 T-type calcium channel HTS with 100,875 compounds. The task is: Binary Classification. Given a drug SMILES string, predict its activity (active/inactive) in a high-throughput screening assay against a specified biological target. The drug is O=C(c1c(n(c(c1)C)Cc1ccccc1)C)CN1C(=O)CCC1=O. The result is 0 (inactive).